Dataset: Forward reaction prediction with 1.9M reactions from USPTO patents (1976-2016). Task: Predict the product of the given reaction. (1) Given the reactants [CH3:1][N:2]1[CH2:7][CH2:6][N:5]([CH2:8][C:9]([O-:11])=O)[CH2:4][CH:3]1[CH2:12][O:13][Si:14]([CH:21]([CH3:23])[CH3:22])([CH:18]([CH3:20])[CH3:19])[CH:15]([CH3:17])[CH3:16].[Na+].[F:25][C:26]1[CH:27]=[CH:28][C:29]([NH:32][NH2:33])=[N:30][CH:31]=1.C1C=CC2N(O)N=NC=2C=1.O.C(Cl)CCl, predict the reaction product. The product is: [F:25][C:26]1[CH:27]=[CH:28][C:29]([NH:32][NH:33][C:9](=[O:11])[CH2:8][N:5]2[CH2:6][CH2:7][N:2]([CH3:1])[CH:3]([CH2:12][O:13][Si:14]([CH:21]([CH3:22])[CH3:23])([CH:18]([CH3:19])[CH3:20])[CH:15]([CH3:16])[CH3:17])[CH2:4]2)=[N:30][CH:31]=1. (2) Given the reactants [Cl:1][C:2]1[CH:7]=[C:6]([Cl:8])[CH:5]=[CH:4][C:3]=1[C:9]1[C:10]([C:30]#[N:31])=[C:11]([O:25][CH2:26][CH:27]([CH3:29])[CH3:28])[C:12]2[N:13]([C:15]([C:18]3[CH:19]=[N:20][C:21](F)=[CH:22][CH:23]=3)=[CH:16][N:17]=2)[CH:14]=1.[NH:32]1[CH2:37][CH2:36][O:35][CH2:34][CH2:33]1, predict the reaction product. The product is: [Cl:1][C:2]1[CH:7]=[C:6]([Cl:8])[CH:5]=[CH:4][C:3]=1[C:9]1[C:10]([C:30]#[N:31])=[C:11]([O:25][CH2:26][CH:27]([CH3:29])[CH3:28])[C:12]2[N:13]([C:15]([C:18]3[CH:19]=[N:20][C:21]([N:32]4[CH2:37][CH2:36][O:35][CH2:34][CH2:33]4)=[CH:22][CH:23]=3)=[CH:16][N:17]=2)[CH:14]=1. (3) Given the reactants C1C=CN=CC=1.[FH:7].[CH:8]12[O:14][CH:13]1[CH2:12][CH2:11][CH2:10][CH:9]2[NH:15][C:16](=[O:25])[O:17][CH2:18][C:19]1[CH:24]=[CH:23][CH:22]=[CH:21][CH:20]=1.C(=O)(O)[O-].[Na+], predict the reaction product. The product is: [C:16](=[O:17])([OH:25])[NH2:15].[F:7][C@H:13]1[CH2:12][CH2:11][CH2:10][C@H:9]([NH:15][C:16](=[O:25])[O:17][CH2:18][C:19]2[CH:24]=[CH:23][CH:22]=[CH:21][CH:20]=2)[C@@H:8]1[OH:14]. (4) The product is: [NH2:7][C:8]1[CH:13]=[CH:12][CH:11]=[CH:10][C:9]=1[NH:14][C:15](=[O:38])[C:16]1[CH:21]=[CH:20][C:19]([CH:22]2[O:37][C:40](=[O:41])[N:24]([C:25]3[CH:26]=[C:27]([O:35][CH3:36])[C:28]([O:33][CH3:34])=[C:29]([O:31][CH3:32])[CH:30]=3)[CH2:23]2)=[CH:18][CH:17]=1. Given the reactants C(OC(=O)[NH:7][C:8]1[CH:13]=[CH:12][CH:11]=[CH:10][C:9]=1[NH:14][C:15](=[O:38])[C:16]1[CH:21]=[CH:20][C:19]([CH:22]([OH:37])[CH2:23][NH:24][C:25]2[CH:30]=[C:29]([O:31][CH3:32])[C:28]([O:33][CH3:34])=[C:27]([O:35][CH3:36])[CH:26]=2)=[CH:18][CH:17]=1)(C)(C)C.[C:40](N1C=CN=C1)(N1C=CN=C1)=[O:41], predict the reaction product. (5) The product is: [NH2:6][C:5]1[N:13]([CH2:15][CH2:16][OH:19])[N:14]=[C:1]([CH3:2])[C:4]=1[C:7]1[CH:12]=[CH:11][CH:10]=[CH:9][CH:8]=1. Given the reactants [C:1]([CH:4]([C:7]1[CH:12]=[CH:11][CH:10]=[CH:9][CH:8]=1)[C:5]#[N:6])(=O)[CH3:2].[NH:13]([CH:15](O)[CH3:16])[NH2:14].C[OH:19], predict the reaction product. (6) Given the reactants [CH3:1][O:2][C:3]1[CH:4]=[C:5]2[C:10](=[CH:11][C:12]=1[O:13][CH3:14])[C:9]([CH3:15])=[N:8][CH2:7][CH2:6]2.C1C2C(=CC=CC=2)CCC1, predict the reaction product. The product is: [CH3:1][O:2][C:3]1[CH:4]=[C:5]2[C:10](=[CH:11][C:12]=1[O:13][CH3:14])[C:9]([CH3:15])=[N:8][CH:7]=[CH:6]2.